This data is from Forward reaction prediction with 1.9M reactions from USPTO patents (1976-2016). The task is: Predict the product of the given reaction. (1) Given the reactants [O:1]1[CH2:6][CH2:5][N:4]([CH2:7][C:8]([O:10]CC)=O)[CH2:3][CH2:2]1.CC(C)([O-])C.[Na+].[NH2:19][C:20]1[N:27]=[CH:26][C:25]([Br:28])=[CH:24][C:21]=1[CH:22]=O, predict the reaction product. The product is: [Br:28][C:25]1[CH:24]=[C:21]2[C:20](=[N:27][CH:26]=1)[NH:19][C:8](=[O:10])[C:7]([N:4]1[CH2:3][CH2:2][O:1][CH2:6][CH2:5]1)=[CH:22]2. (2) Given the reactants Br[C:2]1[CH:7]=[CH:6][C:5]([C:8]2[N:9]([CH2:14][C@@H:15]3[CH2:19][CH2:18][N:17]([C:20]([CH:22]4[CH2:24][CH2:23]4)=[O:21])[CH2:16]3)[C:10](=[O:13])[NH:11][N:12]=2)=[CH:4][CH:3]=1.CC1(C)C(C)(C)OB([C:33]2[CH:34]=[C:35]3[C:39](=[CH:40][CH:41]=2)[N:38](C(OC(C)(C)C)=O)[N:37]=[CH:36]3)O1.[O-]P([O-])([O-])=O.[K+].[K+].[K+], predict the reaction product. The product is: [CH:22]1([C:20]([N:17]2[CH2:18][CH2:19][C@@H:15]([CH2:14][N:9]3[C:8]([C:5]4[CH:6]=[CH:7][C:2]([C:33]5[CH:34]=[C:35]6[C:39](=[CH:40][CH:41]=5)[NH:38][N:37]=[CH:36]6)=[CH:3][CH:4]=4)=[N:12][NH:11][C:10]3=[O:13])[CH2:16]2)=[O:21])[CH2:24][CH2:23]1. (3) Given the reactants [CH3:1][O:2][C:3]([NH:5][C@H:6]([C:10]([N:12]1[C@@H:16]([CH3:17])[CH2:15][CH2:14][C@H:13]1[C:18]1[NH:22][C:21]2[C:23]3[C:28]([CH:29]=[CH:30][C:20]=2[N:19]=1)=[CH:27][C:26]1[C:31]2[C:36]([CH2:37][O:38][C:25]=1[CH:24]=3)=[CH:35][C:34]([C:39]1[NH:43][C:42]([C@@H:44]3[CH2:48][C@H:47]([CH2:49][O:50][CH3:51])[CH2:46][N:45]3[C:52](OC(C)(C)C)=[O:53])=[N:41][CH:40]=1)=[CH:33][CH:32]=2)=[O:11])[CH:7]([CH3:9])[CH3:8])=[O:4].[CH3:59][O:60][C@H:61]([CH3:71])[C@H:62]([NH:66][C:67]([O:69][CH3:70])=[O:68])C(O)=O.CN(C(ON1N=NC2C=CC=NC1=2)=[N+](C)C)C.F[P-](F)(F)(F)(F)F.CN1CCOCC1, predict the reaction product. The product is: [CH3:1][O:2][C:3](=[O:4])[NH:5][C@@H:6]([CH:7]([CH3:9])[CH3:8])[C:10]([N:12]1[C@@H:16]([CH3:17])[CH2:15][CH2:14][C@H:13]1[C:18]1[NH:22][C:21]2[C:23]3[C:28]([CH:29]=[CH:30][C:20]=2[N:19]=1)=[CH:27][C:26]1[C:31]2[C:36]([CH2:37][O:38][C:25]=1[CH:24]=3)=[CH:35][C:34]([C:39]1[NH:43][C:42]([C@@H:44]3[CH2:48][C@H:47]([CH2:49][O:50][CH3:51])[CH2:46][N:45]3[C:52](=[O:53])[C@@H:62]([NH:66][C:67]([O:69][CH3:70])=[O:68])[C@@H:61]([O:60][CH3:59])[CH3:71])=[N:41][CH:40]=1)=[CH:33][CH:32]=2)=[O:11]. (4) Given the reactants [Cl-].[Cl-].[Cl-].[Al+3].[F:5][C:6]1[C:23]([NH:24][S:25]([CH2:28][CH2:29][CH3:30])(=[O:27])=[O:26])=[CH:22][CH:21]=[C:20]([F:31])[C:7]=1[C:8]([NH:10][C:11]1[CH:12]=[C:13]2[CH:19]=[CH:18][NH:17][C:14]2=[N:15][CH:16]=1)=[O:9].[C:32](Cl)(=[O:34])[CH3:33].C[N+]([O-])=O, predict the reaction product. The product is: [C:32]([C:19]1[C:13]2[C:14](=[N:15][CH:16]=[C:11]([NH:10][C:8](=[O:9])[C:7]3[C:20]([F:31])=[CH:21][CH:22]=[C:23]([NH:24][S:25]([CH2:28][CH2:29][CH3:30])(=[O:27])=[O:26])[C:6]=3[F:5])[CH:12]=2)[NH:17][CH:18]=1)(=[O:34])[CH3:33]. (5) Given the reactants [CH2:1]1CCC(N=C=NC2CCCCC2)C[CH2:2]1.[C:16]1([CH2:22][CH2:23][CH:24]=[CH:25][C:26]([OH:28])=[O:27])[CH:21]=[CH:20][CH:19]=[CH:18][CH:17]=1.CCCCCC, predict the reaction product. The product is: [CH2:1]([O:27][C:26](=[O:28])[CH:25]=[CH:24][CH2:23][CH2:22][C:16]1[CH:21]=[CH:20][CH:19]=[CH:18][CH:17]=1)[CH3:2]. (6) Given the reactants [CH2:1]([O:3][C:4](=[O:18])[C:5](=[N:11][NH:12][CH2:13][CH2:14][CH:15]([CH3:17])[CH3:16])[C:6]1[S:7][CH:8]=[CH:9][CH:10]=1)[CH3:2].Cl[C:20]([O:22][CH2:23][C:24]1[CH:29]=[CH:28][CH:27]=[CH:26][CH:25]=1)=[O:21], predict the reaction product. The product is: [CH2:1]([O:3][C:4](=[O:18])[C:5](=[N:11][N:12]([C:20]([O:22][CH2:23][C:24]1[CH:29]=[CH:28][CH:27]=[CH:26][CH:25]=1)=[O:21])[CH2:13][CH2:14][CH:15]([CH3:17])[CH3:16])[C:6]1[S:7][CH:8]=[CH:9][CH:10]=1)[CH3:2].